From a dataset of Forward reaction prediction with 1.9M reactions from USPTO patents (1976-2016). Predict the product of the given reaction. Given the reactants [CH3:1][C@H:2]1[CH2:7][CH2:6][CH2:5][CH2:4][N:3]1[C:8]1[N:12]2[CH:13]=[C:14]([O:17][C@H:18]3[C:27]4[C:22](=[CH:23][CH:24]=[CH:25][CH:26]=4)[C@@H:21]([NH2:28])[CH2:20][CH2:19]3)[CH:15]=[CH:16][C:11]2=[N:10][N:9]=1.C1([O:35][C:36](=O)[NH:37][C:38]2[N:39]([C:47]3[CH:52]=[CH:51][N:50]=[C:49]([N:53]([CH2:55][CH2:56][N:57]([CH3:59])[CH3:58])[CH3:54])[N:48]=3)[N:40]=[C:41]([C:43]([CH3:46])([CH3:45])[CH3:44])[CH:42]=2)C=CC=CC=1.CCN(C(C)C)C(C)C, predict the reaction product. The product is: [C:43]([C:41]1[CH:42]=[C:38]([NH:37][C:36]([NH:28][C@@H:21]2[C:22]3[C:27](=[CH:26][CH:25]=[CH:24][CH:23]=3)[C@H:18]([O:17][C:14]3[CH:15]=[CH:16][C:11]4[N:12]([C:8]([N:3]5[CH2:4][CH2:5][CH2:6][CH2:7][C@@H:2]5[CH3:1])=[N:9][N:10]=4)[CH:13]=3)[CH2:19][CH2:20]2)=[O:35])[N:39]([C:47]2[CH:52]=[CH:51][N:50]=[C:49]([N:53]([CH2:55][CH2:56][N:57]([CH3:58])[CH3:59])[CH3:54])[N:48]=2)[N:40]=1)([CH3:46])([CH3:44])[CH3:45].